This data is from Full USPTO retrosynthesis dataset with 1.9M reactions from patents (1976-2016). The task is: Predict the reactants needed to synthesize the given product. (1) The reactants are: F[C:2]1[CH:9]=[CH:8][CH:7]=[C:6]([O:10][CH2:11][C:12]2[CH:17]=[CH:16][C:15]([CH3:18])=[CH:14][CH:13]=2)[C:3]=1[C:4]#[N:5].C(=O)(O)O.[NH2:23][C:24]([NH2:26])=[NH:25]. Given the product [CH3:18][C:15]1[CH:14]=[CH:13][C:12]([CH2:11][O:10][C:6]2[CH:7]=[CH:8][CH:9]=[C:2]3[C:3]=2[C:4]([NH2:5])=[N:25][C:24]([NH2:26])=[N:23]3)=[CH:17][CH:16]=1, predict the reactants needed to synthesize it. (2) Given the product [N:11]12[CH2:16][CH2:15][CH:14]([CH2:13][CH2:12]1)[C@H:9]([O:8][C:5]1[N:4]=[CH:3][C:2]([C:22]3[CH:21]=[C:20]4[C:25](=[CH:24][CH:23]=3)[NH:17][CH:18]=[CH:19]4)=[CH:7][N:6]=1)[CH2:10]2, predict the reactants needed to synthesize it. The reactants are: Br[C:2]1[CH:3]=[N:4][C:5]([O:8][C@H:9]2[CH:14]3[CH2:15][CH2:16][N:11]([CH2:12][CH2:13]3)[CH2:10]2)=[N:6][CH:7]=1.[NH:17]1[C:25]2[C:20](=[CH:21][C:22](B(O)O)=[CH:23][CH:24]=2)[CH:19]=[CH:18]1. (3) Given the product [NH:14]1[CH2:15][CH2:16][C:11]2([C:17]3[C:22](=[CH:21][CH:20]=[CH:19][CH:18]=3)[NH:9][C:10]2=[O:23])[CH2:12][CH2:13]1, predict the reactants needed to synthesize it. The reactants are: N.C([N:9]1[C:22]2[C:17](=[CH:18][CH:19]=[CH:20][CH:21]=2)[C:11]2([CH2:16][CH2:15][NH:14][CH2:13][CH2:12]2)[C:10]1=[O:23])C1C=CC=CC=1.CCO. (4) Given the product [CH3:13][CH:14]([C:31]([OH:33])=[O:32])[C:15]1[CH:16]=[CH:17][C:18]([N:21]2[C:29](=[O:30])[C:28]3[CH:27]=[CH:26][CH:25]=[CH:24][C:23]=3[CH2:22]2)=[CH:19][CH:20]=1.[N-:3]1[CH:7]=[CH:6][N:5]=[CH:4]1, predict the reactants needed to synthesize it. The reactants are: C([N:3]1[CH:7]=[CH:6][N:5]=[CH:4]1)([N:3]1[CH:7]=[CH:6][N:5]=[CH:4]1)=O.[CH3:13][C@@H:14]([C:31]([OH:33])=[O:32])[C:15]1[CH:16]=[CH:17][C:18]([N:21]2[C:29](=[O:30])[C:28]3[CH:27]=[CH:26][CH:25]=[CH:24][C:23]=3[CH2:22]2)=[CH:19][CH:20]=1. (5) Given the product [Cl:25][C:26]1[N:31]=[CH:30][C:29]2[CH:32]=[N:33][N:34]([C:2]3[N:7]=[C:6]([N:8]4[CH2:14][C:13]([O:16][CH3:17])([CH3:15])[CH2:12][N:11]([C:18]([O:20][C:21]([CH3:24])([CH3:23])[CH3:22])=[O:19])[CH2:10][CH2:9]4)[CH:5]=[CH:4][CH:3]=3)[C:28]=2[CH:27]=1, predict the reactants needed to synthesize it. The reactants are: Br[C:2]1[N:7]=[C:6]([N:8]2[CH2:14][C:13]([O:16][CH3:17])([CH3:15])[CH2:12][N:11]([C:18]([O:20][C:21]([CH3:24])([CH3:23])[CH3:22])=[O:19])[CH2:10][CH2:9]2)[CH:5]=[CH:4][CH:3]=1.[Cl:25][C:26]1[N:31]=[CH:30][C:29]2[CH:32]=[N:33][NH:34][C:28]=2[CH:27]=1.CNCCNC.C([O-])([O-])=O.[K+].[K+]. (6) Given the product [Br:8][C:9]1[CH:10]=[CH:11][C:12]2[N:13]([N:15]=[C:16]([C:30]3[CH:31]=[CH:32][CH:33]=[CH:34][CH:35]=3)[C:17]=2[CH:18]([OH:19])[C:20]2[N:25]=[C:24]([C:26]([O:28][CH3:29])=[O:27])[CH:23]=[CH:22][CH:21]=2)[CH:14]=1, predict the reactants needed to synthesize it. The reactants are: CO.[BH4-].[Na+].ClCCl.[Br:8][C:9]1[CH:10]=[CH:11][C:12]2[N:13]([N:15]=[C:16]([C:30]3[CH:35]=[CH:34][CH:33]=[CH:32][CH:31]=3)[C:17]=2[C:18]([C:20]2[N:25]=[C:24]([C:26]([O:28][CH3:29])=[O:27])[CH:23]=[CH:22][CH:21]=2)=[O:19])[CH:14]=1.